Dataset: Reaction yield outcomes from USPTO patents with 853,638 reactions. Task: Predict the reaction yield, written as a fraction of the theoretical maximum amount of product (1.0 means a 100% yield; for example, 0.34 means a 34% yield). The reactants are Br[C:2]1[CH:3]=[C:4]([CH2:8][CH2:9][OH:10])[CH:5]=[CH:6][CH:7]=1.[NH:11]1[CH2:15][CH2:14][CH2:13][C:12]1=[O:16]. No catalyst specified. The product is [OH:10][CH2:9][CH2:8][C:4]1[CH:3]=[C:2]([N:11]2[CH2:15][CH2:14][CH2:13][C:12]2=[O:16])[CH:7]=[CH:6][CH:5]=1. The yield is 0.150.